This data is from Reaction yield outcomes from USPTO patents with 853,638 reactions. The task is: Predict the reaction yield, written as a fraction of the theoretical maximum amount of product (1.0 means a 100% yield; for example, 0.34 means a 34% yield). (1) The product is [F:1][C:2]1[CH:7]=[CH:6][CH:5]=[C:4]([F:8])[C:3]=1[O:9][C:10]1[CH:11]=[CH:12][C:13]([NH2:16])=[CH:14][CH:15]=1. The yield is 0.910. The reactants are [F:1][C:2]1[CH:7]=[CH:6][CH:5]=[C:4]([F:8])[C:3]=1[O:9][C:10]1[CH:15]=[CH:14][C:13]([N+:16]([O-])=O)=[CH:12][CH:11]=1.O.NN. The catalyst is CO.[Ni]. (2) The reactants are [Cl:1][C:2]1[CH:7]=[CH:6][C:5]([S:8][CH2:9][C:10]2[CH:18]=[CH:17][CH:16]=[CH:15][C:11]=2[C:12]([OH:14])=O)=[C:4]([NH:19][S:20]([C:23]2[CH:28]=[CH:27][C:26]([Cl:29])=[C:25]([C:30]([F:33])([F:32])[F:31])[CH:24]=2)(=[O:22])=[O:21])[CH:3]=1.C1C=C[C:37]2N(O)N=[N:40][C:38]=2C=1.C(Cl)CCl.Cl.C(N)C. The catalyst is CN(C=O)C.O. The product is [Cl:1][C:2]1[CH:7]=[CH:6][C:5]([S:8][CH2:9][C:10]2[CH:18]=[CH:17][CH:16]=[CH:15][C:11]=2[C:12]([NH:40][CH2:38][CH3:37])=[O:14])=[C:4]([NH:19][S:20]([C:23]2[CH:28]=[CH:27][C:26]([Cl:29])=[C:25]([C:30]([F:32])([F:31])[F:33])[CH:24]=2)(=[O:22])=[O:21])[CH:3]=1. The yield is 0.240. (3) The yield is 0.890. The catalyst is C1COCC1.O. The product is [C:21]([N:25]1[C:30](=[O:31])[C:29]([Cl:32])=[C:28]([O:20][CH2:19][C:16]2[CH:17]=[CH:18][C:13]([CH2:12][O:11][CH2:10][CH2:9][O:8][Si:1]([C:4]([CH3:7])([CH3:6])[CH3:5])([CH3:3])[CH3:2])=[CH:14][CH:15]=2)[CH:27]=[N:26]1)([CH3:24])([CH3:22])[CH3:23]. The reactants are [Si:1]([O:8][CH2:9][CH2:10][O:11][CH2:12][C:13]1[CH:18]=[CH:17][C:16]([CH2:19][OH:20])=[CH:15][CH:14]=1)([C:4]([CH3:7])([CH3:6])[CH3:5])([CH3:3])[CH3:2].[C:21]([N:25]1[C:30](=[O:31])[C:29]([Cl:32])=[C:28](O)[CH:27]=[N:26]1)([CH3:24])([CH3:23])[CH3:22].C1C=CC(P(C2C=CC=CC=2)C2C=CC=CC=2)=CC=1.N(C(OC(C)C)=O)=NC(OC(C)C)=O. (4) The reactants are C1([As](C2C=CC=CC=2)C2C=CC=CC=2)C=CC=CC=1.Br[C:21]1[C:22]2[CH:23]=[C:24]3[CH:33]([CH2:34][C:35]([O:37][CH3:38])=[O:36])[CH2:32][CH2:31][N:25]3[C:26]=2[CH:27]=[C:28]([F:30])[CH:29]=1.[CH2:39]([O:41]C([Sn](CCCC)(CCCC)CCCC)=C)[CH3:40]. The catalyst is CN(C=O)C. The product is [C:39]([C:21]1[C:22]2[CH:23]=[C:24]3[CH:33]([CH2:34][C:35]([O:37][CH3:38])=[O:36])[CH2:32][CH2:31][N:25]3[C:26]=2[CH:27]=[C:28]([F:30])[CH:29]=1)(=[O:41])[CH3:40]. The yield is 0.700. (5) The reactants are [F:1][C:2]1[CH:3]=[C:4]([C:8]2[C:12]([CH2:13]O)=[C:11]([CH3:15])[O:10][N:9]=2)[CH:5]=[CH:6][CH:7]=1.[C:16]1(=[O:26])[NH:20][C:19](=[O:21])[C:18]2=[CH:22][CH:23]=[CH:24][CH:25]=[C:17]12.C1(P(C2C=CC=CC=2)C2C=CC=CC=2)C=CC=CC=1.N(C(OCC)=O)=NC(OCC)=O. The catalyst is C1COCC1. The product is [F:1][C:2]1[CH:3]=[C:4]([C:8]2[C:12]([CH2:13][N:20]3[C:16](=[O:26])[C:17]4[C:18](=[CH:22][CH:23]=[CH:24][CH:25]=4)[C:19]3=[O:21])=[C:11]([CH3:15])[O:10][N:9]=2)[CH:5]=[CH:6][CH:7]=1. The yield is 0.660. (6) The reactants are [Cl:1][C:2]1[CH:7]=[CH:6][C:5]([CH2:8][C:9]([C:11]2[CH:12]=[N:13][CH:14]=[CH:15][C:16]=2[C:17](OC)=O)=O)=[CH:4][CH:3]=1.O.[NH2:22][NH2:23]. The catalyst is CCO.CC(O)=O. The product is [Cl:1][C:2]1[CH:7]=[CH:6][C:5]([CH2:8][C:9]2[N:22]=[N:23][CH:17]=[C:16]3[CH:15]=[CH:14][N:13]=[CH:12][C:11]=23)=[CH:4][CH:3]=1. The yield is 0.780. (7) The reactants are [O:1]1[C:5]2[CH:6]=[CH:7][C:8]([CH2:10][C:11]#N)=[CH:9][C:4]=2[O:3][CH2:2]1.Br[CH2:14][CH2:15]Cl.[OH-:17].[Na+].[OH2:19]. The catalyst is [Cl-].C([N+](CC)(CC)CC)C1C=CC=CC=1. The product is [O:1]1[C:5]2[CH:6]=[CH:7][C:8]([C:10]3([C:11]([OH:19])=[O:17])[CH2:15][CH2:14]3)=[CH:9][C:4]=2[O:3][CH2:2]1. The yield is 0.800. (8) The yield is 0.650. The catalyst is COCCOC.C1C=CC([P]([Pd]([P](C2C=CC=CC=2)(C2C=CC=CC=2)C2C=CC=CC=2)([P](C2C=CC=CC=2)(C2C=CC=CC=2)C2C=CC=CC=2)[P](C2C=CC=CC=2)(C2C=CC=CC=2)C2C=CC=CC=2)(C2C=CC=CC=2)C2C=CC=CC=2)=CC=1. The reactants are Cl[C:2]1[N:7]=[C:6]([NH:8][C:9]([C:11]2([C:14]3[CH:24]=[CH:23][C:17]4[O:18][C:19]([F:22])([F:21])[O:20][C:16]=4[CH:15]=3)[CH2:13][CH2:12]2)=[O:10])[CH:5]=[C:4]([CH3:25])[C:3]=1[CH3:26].[CH3:27][O:28][C:29]1[CH:34]=[C:33]([CH3:35])[C:32](B(O)O)=[CH:31][N:30]=1.C([O-])([O-])=O.[Na+].[Na+]. The product is [F:21][C:19]1([F:22])[O:18][C:17]2[CH:23]=[CH:24][C:14]([C:11]3([C:9]([NH:8][C:6]4[N:7]=[C:2]([C:32]5[CH:31]=[N:30][C:29]([O:28][CH3:27])=[CH:34][C:33]=5[CH3:35])[C:3]([CH3:26])=[C:4]([CH3:25])[CH:5]=4)=[O:10])[CH2:13][CH2:12]3)=[CH:15][C:16]=2[O:20]1. (9) The reactants are [N:1]1([C:8]([O:10][CH2:11][C:12]2[CH:17]=[CH:16][CH:15]=[CH:14][CH:13]=2)=[O:9])[CH2:3][CH:2]1[C:4]([O:6][CH3:7])=[O:5].[Cl:18][CH2:19][C@H:20]([OH:22])[CH3:21].B(F)(F)F.CCOCC. The catalyst is ClCCl. The product is [CH2:11]([O:10][C:8]([NH:1][C@H:2]([CH2:3][O:22][CH:20]([CH3:21])[CH2:19][Cl:18])[C:4]([O:6][CH3:7])=[O:5])=[O:9])[C:12]1[CH:13]=[CH:14][CH:15]=[CH:16][CH:17]=1. The yield is 0.410. (10) The reactants are CN(C)/[CH:3]=[C:4]1\[CH2:5][CH2:6][CH2:7][C:8]([OH:17])(C2C=NC=CC=2)[C:9]\1=O.[N+]([O-])(O)=O.[N+]([O-])(O)=O.[CH3:27][O:28][C:29]1[CH:30]=[C:31]([NH:41][C:42]([NH2:44])=[NH:43])[CH:32]=[CH:33][C:34]=1[N:35]1[CH:39]=[C:38]([CH3:40])[N:37]=[CH:36]1.C(N(CC)CC)C. The catalyst is C(O)C.O1CCCC1. The product is [CH3:27][O:28][C:29]1[CH:30]=[C:31]([NH:41][C:42]2[N:44]=[CH:3][C:4]3[CH2:5][CH2:6][CH2:7][CH:8]([OH:17])[C:9]=3[N:43]=2)[CH:32]=[CH:33][C:34]=1[N:35]1[CH:39]=[C:38]([CH3:40])[N:37]=[CH:36]1. The yield is 0.810.